Dataset: Full USPTO retrosynthesis dataset with 1.9M reactions from patents (1976-2016). Task: Predict the reactants needed to synthesize the given product. (1) Given the product [CH3:20][O:21][C:22]1[CH:29]=[CH:28][C:25]([CH2:26][O:1][C:2]2[CH:3]=[C:4]([CH:8]=[C:9]([N+:11]([O-:13])=[O:12])[CH:10]=2)[C:5]([O:7][CH2:5][C:4]2[CH:8]=[CH:9][C:10]([O:17][CH3:14])=[CH:2][CH:3]=2)=[O:6])=[CH:24][CH:23]=1, predict the reactants needed to synthesize it. The reactants are: [OH:1][C:2]1[CH:3]=[C:4]([CH:8]=[C:9]([N+:11]([O-:13])=[O:12])[CH:10]=1)[C:5]([OH:7])=[O:6].[C:14]([O-:17])([O-])=O.[K+].[K+].[CH3:20][O:21][C:22]1[CH:29]=[CH:28][C:25]([CH2:26]Cl)=[CH:24][CH:23]=1.O. (2) Given the product [S:24]1[C:28]2[CH:29]=[CH:30][CH:31]=[CH:32][C:27]=2[N:26]=[C:25]1[C:33]1[C:34](=[O:35])[O:36][C:37]2[C:7]([CH:6]=1)=[C:2]([F:1])[CH:3]=[C:4]([N:11]1[CH2:12][CH2:13][N:14]([C:17]([O:19][C:20]([CH3:23])([CH3:22])[CH3:21])=[O:18])[CH2:15][CH2:16]1)[CH:38]=2, predict the reactants needed to synthesize it. The reactants are: [F:1][C:2]1[CH:3]=[C:4]([N:11]2[CH2:16][CH2:15][N:14]([C:17]([O:19][C:20]([CH3:23])([CH3:22])[CH3:21])=[O:18])[CH2:13][CH2:12]2)C=[C:6](O)[C:7]=1C=O.[S:24]1[C:28]2[CH:29]=[CH:30][CH:31]=[CH:32][C:27]=2[N:26]=[C:25]1[CH2:33][C:34]([O:36][CH2:37][CH3:38])=[O:35].C(N(CC)C(C)C)(C)C.C(O)(=O)C. (3) Given the product [CH2:27]([NH:31][C:24](=[O:26])[CH2:23][C:16]1[CH:17]=[C:18]([O:21][CH3:22])[CH:19]=[CH:20][C:15]=1[S:12](=[O:14])(=[O:13])[NH:11][C:8]1[CH:9]=[CH:10][C:5]2[CH2:4][O:3][B:2]([OH:1])[C:6]=2[CH:7]=1)[CH2:28][CH2:29][CH3:30], predict the reactants needed to synthesize it. The reactants are: [OH:1][B:2]1[C:6]2[CH:7]=[C:8]([NH:11][S:12]([C:15]3[CH:20]=[CH:19][C:18]([O:21][CH3:22])=[CH:17][C:16]=3[CH2:23][C:24]([OH:26])=O)(=[O:14])=[O:13])[CH:9]=[CH:10][C:5]=2[CH2:4][O:3]1.[CH2:27]([NH2:31])[CH2:28][CH2:29][CH3:30].CN(C(ON1N=NC2C=CC=NC1=2)=[N+](C)C)C.F[P-](F)(F)(F)(F)F.CCN(C(C)C)C(C)C. (4) Given the product [CH:21]1([NH:24][CH2:8][C:4]2[CH:5]=[CH:6][CH:7]=[C:2]([F:1])[C:3]=2[N:10]2[CH:14]=[C:13]([C:15]([O:17][CH2:18][CH3:19])=[O:16])[C:12]([CH3:20])=[N:11]2)[CH2:23][CH2:22]1, predict the reactants needed to synthesize it. The reactants are: [F:1][C:2]1[CH:7]=[CH:6][CH:5]=[C:4]([CH:8]=O)[C:3]=1[N:10]1[CH:14]=[C:13]([C:15]([O:17][CH2:18][CH3:19])=[O:16])[C:12]([CH3:20])=[N:11]1.[CH:21]1([NH2:24])[CH2:23][CH2:22]1. (5) Given the product [C:1]([O:5][C:6]([N:8]([CH2:37][CH2:38][C:39]1[CH:44]=[CH:43][CH:42]=[CH:41][N:40]=1)[C:9]1[CH:10]=[CH:11][C:12]([NH:13][C:14]([C:16]2[CH:21]=[CH:20][CH:19]=[CH:18][C:17]=2[C:22]2[CH:27]=[CH:26][C:25]([O:28][CH2:29][C:30]([OH:32])=[O:31])=[CH:24][CH:23]=2)=[O:15])=[CH:35][CH:36]=1)=[O:7])([CH3:4])([CH3:2])[CH3:3], predict the reactants needed to synthesize it. The reactants are: [C:1]([O:5][C:6]([N:8]([CH2:37][CH2:38][C:39]1[CH:44]=[CH:43][CH:42]=[CH:41][N:40]=1)[C:9]1[CH:36]=[CH:35][C:12]([NH:13][C:14]([C:16]2[CH:21]=[CH:20][CH:19]=[CH:18][C:17]=2[C:22]2[CH:27]=[CH:26][C:25]([O:28][CH2:29][C:30]([O:32]CC)=[O:31])=[CH:24][CH:23]=2)=[O:15])=[CH:11][CH:10]=1)=[O:7])([CH3:4])([CH3:3])[CH3:2].[OH-].[Li+].S([O-])(O)(=O)=O.[K+]. (6) Given the product [O:27]1[C:23]2[CH:22]=[CH:21][C:20]([C:18](=[O:19])[CH2:17][CH2:16][C:15]([NH:14][C:4]3[CH:3]=[C:2]([C:63]4[CH:64]=[CH:65][O:61][CH:62]=4)[CH:7]=[C:6]([C:8]4[CH:13]=[CH:12][CH:11]=[CH:10][CH:9]=4)[N:5]=3)=[O:29])=[CH:28][C:24]=2[CH2:25][CH2:26]1, predict the reactants needed to synthesize it. The reactants are: Cl[C:2]1[CH:7]=[C:6]([C:8]2[CH:13]=[CH:12][CH:11]=[CH:10][CH:9]=2)[N:5]=[C:4]([NH:14][C:15](=[O:29])[CH2:16][CH2:17][C:18]([C:20]2[CH:21]=[CH:22][C:23]3[O:27][CH2:26][CH2:25][C:24]=3[CH:28]=2)=[O:19])[CH:3]=1.C1(C2C=CC=CC=2)C=CC=CC=1P(C1CCCCC1)C1CCCCC1.C(=O)([O-])[O-].[K+].[K+].[O:61]1[CH:65]=[CH:64][C:63](B(O)O)=[CH:62]1. (7) Given the product [Br:1][C:2]1[CH:7]=[CH:6][N:5]=[CH:4][C:3]=1[O:8][CH2:16][CH:17]1[CH2:20][CH2:19][O:18]1, predict the reactants needed to synthesize it. The reactants are: [Br:1][C:2]1[CH:7]=[CH:6][N:5]=[CH:4][C:3]=1[OH:8].[H-].[Na+].CS(O[CH2:16][CH:17]1[CH2:20][CH2:19][O:18]1)(=O)=O.